From a dataset of Peptide-MHC class I binding affinity with 185,985 pairs from IEDB/IMGT. Regression. Given a peptide amino acid sequence and an MHC pseudo amino acid sequence, predict their binding affinity value. This is MHC class I binding data. (1) The peptide sequence is VPVWKEATTT. The MHC is HLA-A26:01 with pseudo-sequence HLA-A26:01. The binding affinity (normalized) is 0. (2) The peptide sequence is EEAARCMRSL. The MHC is HLA-B40:01 with pseudo-sequence HLA-B40:01. The binding affinity (normalized) is 0.382. (3) The peptide sequence is TQGYFPDWQNY. The MHC is HLA-A02:02 with pseudo-sequence HLA-A02:02. The binding affinity (normalized) is 0. (4) The peptide sequence is FLEESHPGI. The MHC is HLA-B15:01 with pseudo-sequence HLA-B15:01. The binding affinity (normalized) is 0.0847.